From a dataset of Forward reaction prediction with 1.9M reactions from USPTO patents (1976-2016). Predict the product of the given reaction. (1) Given the reactants [F:1][C:2]1[CH:9]=[CH:8][CH:7]=[C:6]([F:10])[C:3]=1[CH:4]=O.[CH3:11][O:12][CH2:13][CH2:14][NH2:15].[C:16]1(=[O:27])[O:22][C:20](=O)[C:19]2=[CH:23][CH:24]=[CH:25][CH:26]=[C:18]2[CH2:17]1.[CH3:28][O:29][C:30]1[CH:31]=[C:32]([CH:34]=[CH:35][CH:36]=1)[NH2:33], predict the reaction product. The product is: [F:1][C:2]1[CH:9]=[CH:8][CH:7]=[C:6]([F:10])[C:3]=1[CH:4]1[CH:17]([C:16]([NH:33][C:32]2[CH:34]=[CH:35][CH:36]=[C:30]([O:29][CH3:28])[CH:31]=2)=[O:27])[C:18]2[C:19](=[CH:23][CH:24]=[CH:25][CH:26]=2)[C:20](=[O:22])[N:15]1[CH2:14][CH2:13][O:12][CH3:11]. (2) Given the reactants [O-]P([O-])([O-])=O.[K+].[K+].[K+].Br[C:10]1[CH:18]=[CH:17][C:13]([N:14]([CH3:16])[CH3:15])=[CH:12][CH:11]=1.[C@@H:19]1([NH2:26])[CH2:24][CH2:23][CH2:22][CH2:21][C@H:20]1[NH2:25], predict the reaction product. The product is: [CH3:15][N:14]([CH3:16])[C:13]1[CH:17]=[CH:18][C:10]([NH:25][C@@H:20]2[CH2:21][CH2:22][CH2:23][CH2:24][C@H:19]2[NH2:26])=[CH:11][CH:12]=1. (3) Given the reactants [Cl:1][C:2]1[N:3]=[C:4]2[CH:12]=[C:11]([Cl:13])[C:10]([Cl:14])=[N:9][C:5]2=[N:6][C:7]=1Cl.[NH:15]1[CH2:18][CH:17]([N:19]([CH3:27])[C:20](=[O:26])[O:21][C:22]([CH3:25])([CH3:24])[CH3:23])[CH2:16]1.[NH4+].[Cl-], predict the reaction product. The product is: [CH3:27][N:19]([CH:17]1[CH2:16][N:15]([C:7]2[N:6]=[C:5]3[N:9]=[C:10]([Cl:14])[C:11]([Cl:13])=[CH:12][C:4]3=[N:3][C:2]=2[Cl:1])[CH2:18]1)[C:20](=[O:26])[O:21][C:22]([CH3:25])([CH3:23])[CH3:24]. (4) Given the reactants [N:1]1([CH2:7][CH2:8][CH2:9][O:10][C:11]2[CH:16]=[CH:15][C:14]([C:17]3[N:18](S(C)(=O)=O)[C:19]4[C:24]([CH:25]=3)=[CH:23][CH:22]=[CH:21][CH:20]=4)=[CH:13][CH:12]=2)[CH2:6][CH2:5][CH2:4][CH2:3][CH2:2]1.[OH-].[K+], predict the reaction product. The product is: [N:1]1([CH2:7][CH2:8][CH2:9][O:10][C:11]2[CH:16]=[CH:15][C:14]([C:17]3[NH:18][C:19]4[C:24]([CH:25]=3)=[CH:23][CH:22]=[CH:21][CH:20]=4)=[CH:13][CH:12]=2)[CH2:6][CH2:5][CH2:4][CH2:3][CH2:2]1. (5) Given the reactants C[O:2][C:3]([C:5]1[C:9]([C:10]([F:13])([F:12])[F:11])=[N:8][N:7]([CH3:14])[N:6]=1)=[O:4].[OH-].[K+], predict the reaction product. The product is: [CH3:14][N:7]1[N:6]=[C:5]([C:3]([OH:4])=[O:2])[C:9]([C:10]([F:13])([F:11])[F:12])=[N:8]1. (6) Given the reactants [CH2:1]([O:5][C:6]1[CH:7]=[CH:8][C:9]([CH2:12]Cl)=[N:10][CH:11]=1)[CH2:2][CH2:3][CH3:4].[C-:14]#[N:15].[Na+].C(O)C, predict the reaction product. The product is: [CH2:1]([O:5][C:6]1[CH:7]=[CH:8][C:9]([CH2:12][C:14]#[N:15])=[N:10][CH:11]=1)[CH2:2][CH2:3][CH3:4]. (7) Given the reactants [NH2:1][CH2:2][CH2:3][CH2:4][CH2:5][NH2:6].[OH:7]P([O-])(O)=O.OP([O-])([O-])=O.[Na+:17].[Na+].[Na+].[Cl-:20].[Cl-].[K+].[K+].[Cl-].[Ca+2].[Cl-].[Cl-].[Mg+2].[Cl-].C[C@H](N)C(N[C@H](C(O)=O)CCC(N)=O)=O, predict the reaction product. The product is: [OH-:7].[Na+:17].[ClH:20].[NH2:1][CH2:2][CH2:3][CH2:4][CH2:5][NH2:6]. (8) Given the reactants [CH:1]1([CH2:4][O:5][C:6]2[CH:32]=[CH:31][C:9]3[N:10]=[C:11]([C:13]4[N:18]=[CH:17][C:16]([O:19][CH2:20][C@@H:21]([NH:23][C:24](=[O:30])OC(C)(C)C)[CH3:22])=[CH:15][CH:14]=4)[O:12][C:8]=3[CH:7]=2)[CH2:3][CH2:2]1.Cl.[C:34](OCC)(=O)C, predict the reaction product. The product is: [CH:1]1([CH2:4][O:5][C:6]2[CH:32]=[CH:31][C:9]3[N:10]=[C:11]([C:13]4[N:18]=[CH:17][C:16]([O:19][CH2:20][C@@H:21]([NH:23][C:24](=[O:30])[CH3:34])[CH3:22])=[CH:15][CH:14]=4)[O:12][C:8]=3[CH:7]=2)[CH2:2][CH2:3]1. (9) Given the reactants [CH3:1][C:2]([CH3:7])([CH2:5][NH2:6])[CH2:3][NH2:4].[C:8](#[N:11])[CH:9]=[CH2:10], predict the reaction product. The product is: [NH2:4][CH2:3][C:2]([CH3:7])([CH3:1])[CH2:5][NH:6][CH2:10][CH2:9][C:8]#[N:11]. (10) The product is: [Cl:1][C:2]1[CH:7]=[CH:6][CH:5]=[CH:4][C:3]=1[C:8]([NH:10][C:11]([NH:32][C:31]1[CH:33]=[CH:34][C:28]([O:27][C:18]2[C:17]3[C:22](=[CH:23][C:24]([O:25][CH3:26])=[C:15]([O:14][CH3:13])[CH:16]=3)[N:21]=[CH:20][CH:19]=2)=[C:29]([CH3:36])[C:30]=1[CH3:35])=[S:12])=[O:9]. Given the reactants [Cl:1][C:2]1[CH:7]=[CH:6][CH:5]=[CH:4][C:3]=1[C:8]([N:10]=[C:11]=[S:12])=[O:9].[CH3:13][O:14][C:15]1[CH:16]=[C:17]2[C:22](=[CH:23][C:24]=1[O:25][CH3:26])[N:21]=[CH:20][CH:19]=[C:18]2[O:27][C:28]1[CH:34]=[CH:33][C:31]([NH2:32])=[C:30]([CH3:35])[C:29]=1[CH3:36].C1(C)C=CC=CC=1, predict the reaction product.